From a dataset of Merck oncology drug combination screen with 23,052 pairs across 39 cell lines. Regression. Given two drug SMILES strings and cell line genomic features, predict the synergy score measuring deviation from expected non-interaction effect. Drug 1: CCC1(O)CC2CN(CCc3c([nH]c4ccccc34)C(C(=O)OC)(c3cc4c(cc3OC)N(C)C3C(O)(C(=O)OC)C(OC(C)=O)C5(CC)C=CCN6CCC43C65)C2)C1. Drug 2: O=C(O)C1(Cc2cccc(Nc3nccs3)n2)CCC(Oc2cccc(Cl)c2F)CC1. Cell line: RKO. Synergy scores: synergy=41.3.